From a dataset of Forward reaction prediction with 1.9M reactions from USPTO patents (1976-2016). Predict the product of the given reaction. (1) Given the reactants Cl.[N+:2]([C:5]1[CH:6]=[C:7]([CH:11]=[CH:12][CH:13]=1)[CH2:8][CH2:9][NH2:10])([O-:4])=[O:3].CCN(CC)CC.[CH3:21][S:22](Cl)(=[O:24])=[O:23], predict the reaction product. The product is: [N+:2]([C:5]1[CH:6]=[C:7]([CH:11]=[CH:12][CH:13]=1)[CH2:8][CH2:9][NH:10][S:22]([CH3:21])(=[O:24])=[O:23])([O-:4])=[O:3]. (2) Given the reactants [CH3:1][O:2][CH2:3][C@@H:4]1[CH2:8][CH2:7][CH2:6][NH:5]1.[Br:9][C:10]1[CH:11]=[N:12][CH:13]=[C:14]([CH2:16]Cl)[CH:15]=1, predict the reaction product. The product is: [Br:9][C:10]1[CH:11]=[N:12][CH:13]=[C:14]([CH2:16][N:5]2[CH2:6][CH2:7][CH2:8][C@H:4]2[CH2:3][O:2][CH3:1])[CH:15]=1.